From a dataset of Experimentally validated miRNA-target interactions with 360,000+ pairs, plus equal number of negative samples. Binary Classification. Given a miRNA mature sequence and a target amino acid sequence, predict their likelihood of interaction. Result: 1 (interaction). The miRNA is hsa-miR-603 with sequence CACACACUGCAAUUACUUUUGC. The protein sequence of the target gene is MSAEEMVQIRLEDRCYPVSKRKLIEQSDYFRALYRSGMREALSQEAGGPEVQQLRGLSAPGLRLVLDFINAGGAREGWLLGPRGEKGGGVDEDEEMDEVSLLSELVEAASFLQVTSLLQLLLSQVRLNNCLEMYRLAQVYGLPDLQEACLRFMVVHFHEVLCKPQFHLLGSPPQAPGDVSLKQRLREARMTGTPVLVALGDFLGGPLAPHPYQGEPPSMLRYEEMTERWFPLANNLPPDLVNVRGYGSAILDNYLFIVGGYRITSQEISAAHSYNPSTNEWLQVASMNQKRSNFKLVAVN....